Dataset: Reaction yield outcomes from USPTO patents with 853,638 reactions. Task: Predict the reaction yield, written as a fraction of the theoretical maximum amount of product (1.0 means a 100% yield; for example, 0.34 means a 34% yield). (1) The reactants are N[C:2]1[CH:3]=[CH:4][C:5]2[O:9][C:8]3[CH:10]=[C:11]([S:14]([NH:17][C@@H:18]([CH:26]([CH3:28])[CH3:27])[C:19]([O:21][C:22]([CH3:25])([CH3:24])[CH3:23])=[O:20])(=[O:16])=[O:15])[CH:12]=[CH:13][C:7]=3[C:6]=2[CH:29]=1.Cl.N([O-])=O.[Na+].[I-:35].[Na+]. The catalyst is O.C(O)(=O)C. The product is [I:35][C:2]1[CH:3]=[CH:4][C:5]2[O:9][C:8]3[CH:10]=[C:11]([S:14]([NH:17][C@@H:18]([CH:26]([CH3:28])[CH3:27])[C:19]([O:21][C:22]([CH3:25])([CH3:24])[CH3:23])=[O:20])(=[O:16])=[O:15])[CH:12]=[CH:13][C:7]=3[C:6]=2[CH:29]=1. The yield is 0.500. (2) The reactants are [SH:1][CH2:2][CH2:3][C:4]([OH:6])=[O:5].[F:7][C:8]([F:12])([F:11])[CH:9]=[CH2:10]. The catalyst is N(C(C)(C)C#N)=NC(C)(C)C#N.C(C1C=CC=CC=1)(=O)CCCCCCC.C1(C)C=CC=CC=1. The product is [F:7][C:8]([F:12])([F:11])[CH2:9][CH2:10][S:1][CH2:2][CH2:3][C:4]([OH:6])=[O:5]. The yield is 0.830. (3) The reactants are Cl[C:2]1[N:7]=[C:6]([NH:8][CH:9]2[CH2:17][CH:16]3[N:12]([CH2:13][CH2:14][CH2:15]3)[C:11]([CH3:19])([CH3:18])[CH2:10]2)[C:5]([F:20])=[CH:4][N:3]=1.[NH2:21][C:22]1[CH:23]=[CH:24][C:25]([O:35][CH:36]2[CH2:39][O:38][CH2:37]2)=[C:26]([N:28]2[C:32](=[O:33])[N:31]([CH3:34])[N:30]=[N:29]2)[CH:27]=1.C1C=CC(P(C2C(C3C(P(C4C=CC=CC=4)C4C=CC=CC=4)=CC=C4C=3C=CC=C4)=C3C(C=CC=C3)=CC=2)C2C=CC=CC=2)=CC=1.C([O-])([O-])=O.[Cs+].[Cs+]. The catalyst is CC([O-])=O.CC([O-])=O.[Pd+2].O1CCOCC1. The product is [NH3:3].[CH3:32][OH:33].[F:20][C:5]1[C:6]([NH:8][CH:9]2[CH2:17][CH:16]3[N:12]([CH2:13][CH2:14][CH2:15]3)[C:11]([CH3:19])([CH3:18])[CH2:10]2)=[N:7][C:2]([NH:21][C:22]2[CH:23]=[CH:24][C:25]([O:35][CH:36]3[CH2:39][O:38][CH2:37]3)=[C:26]([N:28]3[C:32](=[O:33])[N:31]([CH3:34])[N:30]=[N:29]3)[CH:27]=2)=[N:3][CH:4]=1. The yield is 0.0100. (4) The catalyst is CN(C)C=O.ClCCl. The yield is 0.620. The reactants are [C:1]([NH:4][C:5]1[S:20][C:8]2[CH2:9][N:10]([C:13]([O:15][C:16]([CH3:19])([CH3:18])[CH3:17])=[O:14])[CH2:11][CH2:12][C:7]=2[C:6]=1[C:21]1[N:22]=[N:23][NH:24][N:25]=1)(=[O:3])[CH3:2].[C:26](=O)([O-])[O-].[K+].[K+].CI. The product is [C:1]([NH:4][C:5]1[S:20][C:8]2[CH2:9][N:10]([C:13]([O:15][C:16]([CH3:19])([CH3:18])[CH3:17])=[O:14])[CH2:11][CH2:12][C:7]=2[C:6]=1[C:21]1[N:22]=[N:23][N:24]([CH3:26])[N:25]=1)(=[O:3])[CH3:2]. (5) The reactants are I[C:2]1[CH:3]=[C:4]2[C:9](=[CH:10][CH:11]=1)[N:8]=[C:7]([C:12]1[CH:17]=[C:16]([O:18][CH3:19])[C:15]([O:20][CH3:21])=[C:14]([O:22][CH3:23])[CH:13]=1)[CH:6]=[C:5]2[C:24]([O:26][CH3:27])=[O:25].[CH2:28]([OH:32])[CH2:29][C:30]#[CH:31].C(N(CC)CC)C.O. The catalyst is C1COCC1.[Cu]I.C1C=CC([P]([Pd]([P](C2C=CC=CC=2)(C2C=CC=CC=2)C2C=CC=CC=2)([P](C2C=CC=CC=2)(C2C=CC=CC=2)C2C=CC=CC=2)[P](C2C=CC=CC=2)(C2C=CC=CC=2)C2C=CC=CC=2)(C2C=CC=CC=2)C2C=CC=CC=2)=CC=1. The product is [OH:32][CH2:28][CH2:29][C:30]#[C:31][C:2]1[CH:3]=[C:4]2[C:9](=[CH:10][CH:11]=1)[N:8]=[C:7]([C:12]1[CH:13]=[C:14]([O:22][CH3:23])[C:15]([O:20][CH3:21])=[C:16]([O:18][CH3:19])[CH:17]=1)[CH:6]=[C:5]2[C:24]([O:26][CH3:27])=[O:25]. The yield is 0.410. (6) The reactants are [CH:1]([C:3]1[NH:7][C:6]([CH3:8])=[C:5]([C:9]([OH:11])=[O:10])[C:4]=1[CH3:12])=O.[F:13][C:14]1[CH:15]=[C:16]2[C:20](=[CH:21][CH:22]=1)[NH:19][C:18](=[O:23])[CH2:17]2.C(O)C.N1CCCC1. The catalyst is C(O)(=O)C. The product is [F:13][C:14]1[CH:15]=[C:16]2[C:20](=[CH:21][CH:22]=1)[NH:19][C:18](=[O:23])/[C:17]/2=[CH:1]\[C:3]1[NH:7][C:6]([CH3:8])=[C:5]([C:9]([OH:11])=[O:10])[C:4]=1[CH3:12]. The yield is 0.790. (7) The reactants are CN(C(ON1N=NC2C=CC=NC1=2)=[N+](C)C)C.F[P-](F)(F)(F)(F)F.[NH:25]([C:27]([CH:29]1[CH2:34][CH2:33][N:32]([C:35]([O:37][C:38]([CH3:41])([CH3:40])[CH3:39])=[O:36])[CH2:31][CH2:30]1)=[O:28])[NH2:26].[CH2:42]([O:49][N:50]1[C:56](=[O:57])[N:55]2[CH2:58][C@H:51]1[CH2:52][CH2:53][C@H:54]2[C:59](O)=[O:60])[C:43]1[CH:48]=[CH:47][CH:46]=[CH:45][CH:44]=1.CCN(C(C)C)C(C)C. The catalyst is C(Cl)Cl. The product is [CH2:42]([O:49][N:50]1[C:56](=[O:57])[N:55]2[CH2:58][C@H:51]1[CH2:52][CH2:53][C@H:54]2[C:59]([NH:26][NH:25][C:27]([CH:29]1[CH2:34][CH2:33][N:32]([C:35]([O:37][C:38]([CH3:41])([CH3:40])[CH3:39])=[O:36])[CH2:31][CH2:30]1)=[O:28])=[O:60])[C:43]1[CH:44]=[CH:45][CH:46]=[CH:47][CH:48]=1. The yield is 0.620. (8) The reactants are [Cl:1][C:2]1[CH:14]=[C:13]([Cl:15])[C:12]([O:16][C:17]2[N:21]([CH3:22])[N:20]=[C:19]([CH3:23])[C:18]=2[CH:24]=O)=[CH:11][C:3]=1[O:4][C@@H:5]([CH3:10])[C:6]([O:8][CH3:9])=[O:7].[OH2:26].[NH2:27]O. The catalyst is CO. The product is [Cl:1][C:2]1[CH:14]=[C:13]([Cl:15])[C:12]([O:16][C:17]2[N:21]([CH3:22])[N:20]=[C:19]([CH3:23])[C:18]=2/[CH:24]=[N:27]/[OH:26])=[CH:11][C:3]=1[O:4][C@@H:5]([CH3:10])[C:6]([O:8][CH3:9])=[O:7]. The yield is 0.780. (9) The reactants are [F:1][C:2]1[CH:7]=[CH:6][CH:5]=[C:4]([C:8]#[C:9][Si](C)(C)C)[C:3]=1[CH2:14][C:15]([O:17]CC)=[O:16]. The catalyst is [OH-].[Na+].CO. The product is [C:8]([C:4]1[CH:5]=[CH:6][CH:7]=[C:2]([F:1])[C:3]=1[CH2:14][C:15]([OH:17])=[O:16])#[CH:9]. The yield is 0.940.